This data is from Catalyst prediction with 721,799 reactions and 888 catalyst types from USPTO. The task is: Predict which catalyst facilitates the given reaction. (1) Reactant: C(OC(=O)[NH:10][C@@H:11]1[CH2:16][CH2:15][CH2:14][CH2:13][C@H:12]1[CH2:17][NH:18][CH:19]1[CH2:28][CH2:27][C:26]2[C:21](=[CH:22][CH:23]=[C:24]([F:29])[CH:25]=2)[CH2:20]1)C1C=CC=CC=1. Product: [NH2:10][C@@H:11]1[CH2:16][CH2:15][CH2:14][CH2:13][C@H:12]1[CH2:17][NH:18][CH:19]1[CH2:28][CH2:27][C:26]2[C:21](=[CH:22][CH:23]=[C:24]([F:29])[CH:25]=2)[CH2:20]1. The catalyst class is: 43. (2) Reactant: [CH3:1][O-:2].[Na+].CO.[C:6]([C:8]1[CH:28]=[CH:27][C:11]([O:12][CH:13]2[CH2:18][CH2:17][CH:16]([NH:19][C:20](=[O:26])[O:21][C:22]([CH3:25])([CH3:24])[CH3:23])[CH2:15][CH2:14]2)=[CH:10][C:9]=1F)#[N:7].[Cl-].[NH4+]. Product: [C:6]([C:8]1[CH:28]=[CH:27][C:11]([O:12][CH:13]2[CH2:18][CH2:17][CH:16]([NH:19][C:20](=[O:26])[O:21][C:22]([CH3:25])([CH3:24])[CH3:23])[CH2:15][CH2:14]2)=[CH:10][C:9]=1[O:2][CH3:1])#[N:7]. The catalyst class is: 9. (3) Reactant: [CH2:1]([C:3]1[NH:4][CH:5]=[CH:6][CH:7]=1)[CH3:2].[F:8][C:9]([F:21])([F:20])[C:10]1[CH:15]=[CH:14][C:13]([S:16](Cl)(=[O:18])=[O:17])=[CH:12][CH:11]=1.[H-].[Na+]. Product: [CH2:1]([C:3]1[N:4]([S:16]([C:13]2[CH:12]=[CH:11][C:10]([C:9]([F:8])([F:20])[F:21])=[CH:15][CH:14]=2)(=[O:18])=[O:17])[CH:5]=[CH:6][CH:7]=1)[CH3:2]. The catalyst class is: 49. (4) Reactant: [Br:1][C:2]1[CH:11]=[C:10]([Br:12])[C:9](O)=[C:8]2[C:3]=1[CH:4]=[CH:5][CH:6]=[N:7]2.Br[CH2:15][CH2:16][OH:17].CN(C)C=O. Product: [Br:1][C:2]1[CH:11]=[C:10]([Br:12])[C:9]([CH2:15][CH2:16][OH:17])=[C:8]2[C:3]=1[CH:4]=[CH:5][CH:6]=[N:7]2. The catalyst class is: 6. (5) Reactant: [NH2:1][CH2:2][CH:3]1[CH2:8][CH2:7][N:6]([C:9]([O:11][CH2:12][C:13]2[CH:18]=[CH:17][CH:16]=[CH:15][CH:14]=2)=[O:10])[CH2:5][CH2:4]1.[C:19]([O:23][C:24](O[C:24]([O:23][C:19]([CH3:22])([CH3:21])[CH3:20])=[O:25])=[O:25])([CH3:22])([CH3:21])[CH3:20]. Product: [CH2:12]([O:11][C:9]([N:6]1[CH2:7][CH2:8][CH:3]([CH2:2][NH:1][C:24]([O:23][C:19]([CH3:22])([CH3:21])[CH3:20])=[O:25])[CH2:4][CH2:5]1)=[O:10])[C:13]1[CH:14]=[CH:15][CH:16]=[CH:17][CH:18]=1. The catalyst class is: 4.